Dataset: Full USPTO retrosynthesis dataset with 1.9M reactions from patents (1976-2016). Task: Predict the reactants needed to synthesize the given product. (1) Given the product [CH2:1]([O:5][C:6]([C:8]1[N:13]=[C:12]([C:20]2[CH:25]=[CH:24][CH:23]=[CH:22][CH:21]=2)[C:11]2[C:15]([CH3:18])=[N:16][S:17][C:10]=2[C:9]=1[OH:19])=[O:7])[CH2:2][CH2:3][CH3:4], predict the reactants needed to synthesize it. The reactants are: [CH2:1]([O:5][C:6]([C:8]1[N:13]=[C:12](Br)[C:11]2[C:15]([CH3:18])=[N:16][S:17][C:10]=2[C:9]=1[OH:19])=[O:7])[CH2:2][CH2:3][CH3:4].[C:20]1(B(O)O)[CH:25]=[CH:24][CH:23]=[CH:22][CH:21]=1. (2) Given the product [Br:1][C:2]1[C:3]([O:11][CH3:10])=[N:4][CH:5]=[C:6]([CH3:8])[CH:7]=1, predict the reactants needed to synthesize it. The reactants are: [Br:1][C:2]1[C:3](Cl)=[N:4][CH:5]=[C:6]([CH3:8])[CH:7]=1.[CH3:10][O-:11].[Na+]. (3) The reactants are: [F:1][C:2]1[CH:7]=[C:6]([O:8][CH3:9])[CH:5]=[CH:4][C:3]=1[CH:10]([NH:18]C1C=CC=C2C=1C=CC(=O)N2)[C:11]1([C:14]([F:17])([F:16])[F:15])[CH2:13][O:12]1.C([O-])([O-])=O.[Cs+].[Cs+].CS.O.[CH3:39][N:40]([CH:42]=[O:43])C. Given the product [F:1][C:2]1[CH:7]=[C:6]([O:8][CH3:9])[CH:5]=[CH:4][C:3]=1[CH:10]([NH:18][N:40]1[C:39]2[C:10](=[CH:3][CH:2]=[CH:7][CH:6]=2)[CH:11]=[CH:13][C:42]1=[O:43])[C:11]1([C:14]([F:15])([F:16])[F:17])[CH2:13][O:12]1, predict the reactants needed to synthesize it. (4) Given the product [O:5]=[C:4]1[C:6]2([CH2:7][CH2:8][N:9]([S:21]([C:17]3[S:16][CH:20]=[CH:19][CH:18]=3)(=[O:23])=[O:22])[CH2:10][CH2:11]2)[CH2:12][CH2:13][N:25]1[C:26]1[CH:31]=[CH:30][C:29]([O:32][S:33]([CH3:36])(=[O:35])=[O:34])=[CH:28][CH:27]=1, predict the reactants needed to synthesize it. The reactants are: C(O[C:4]([C:6]1([CH2:12][CH2:13]OC)[CH2:11][CH2:10][NH:9][CH2:8][CH2:7]1)=[O:5])C.[S:16]1[CH:20]=[CH:19][CH:18]=[C:17]1[S:21](Cl)(=[O:23])=[O:22].[NH2:25][C:26]1[CH:31]=[CH:30][C:29]([O:32][S:33]([CH3:36])(=[O:35])=[O:34])=[CH:28][CH:27]=1. (5) Given the product [O-:4][S:2]([C:5]([F:8])([F:7])[F:6])(=[O:3])=[O:1].[CH3:9][N:10]([CH3:23])[C:11]1[CH:12]=[C:13]2[C:18](=[CH:19][CH:20]=1)[N+:17]([CH3:21])=[C:16](/[CH:22]=[CH:35]/[C:33]1[O:34][C:30]([C:24]3[CH:25]=[CH:26][CH:27]=[CH:28][CH:29]=3)=[CH:31][CH:32]=1)[CH:15]=[CH:14]2, predict the reactants needed to synthesize it. The reactants are: [O-:1][S:2]([C:5]([F:8])([F:7])[F:6])(=[O:4])=[O:3].[CH3:9][N:10]([CH3:23])[C:11]1[CH:12]=[C:13]2[C:18](=[CH:19][CH:20]=1)[N+:17]([CH3:21])=[C:16]([CH3:22])[CH:15]=[CH:14]2.[C:24]1([C:30]2[O:34][C:33]([CH:35]=O)=[CH:32][CH:31]=2)[CH:29]=[CH:28][CH:27]=[CH:26][CH:25]=1. (6) The reactants are: [C:1]1([C:7]2[CH:12]=[C:11]([F:13])[CH:10]=[CH:9][C:8]=2[OH:14])[CH:6]=[CH:5][CH:4]=[CH:3][CH:2]=1.C([Li])CCC.[Cl:20][Ti:21](Cl)([Cl:32])[C:22]1([CH3:31])[C:26]([CH3:27])=[C:25]([CH3:28])[C:24]([CH3:29])=[C:23]1[CH3:30]. Given the product [Cl:20][Ti:21]([Cl:32])([C:22]1([CH3:31])[C:23]([CH3:30])=[C:24]([CH3:29])[C:25]([CH3:28])=[C:26]1[CH3:27])[O:14][C:8]1[CH:9]=[CH:10][C:11]([F:13])=[CH:12][C:7]=1[C:1]1[CH:2]=[CH:3][CH:4]=[CH:5][CH:6]=1, predict the reactants needed to synthesize it. (7) The reactants are: C[O:2][C:3](=[O:32])[CH2:4][O:5][C:6]1[CH:14]=[C:13]2[CH2:15][CH2:16][CH2:17][C:12]2=[C:11]2[C:7]=1[C:8]([C:27](=[O:31])[C:28]([NH2:30])=[O:29])=[C:9]([CH3:26])[N:10]2[CH2:18][C:19]1[CH:24]=[CH:23][CH:22]=[C:21]([F:25])[CH:20]=1.[OH-].[Li+]. Given the product [OH2:2].[NH2:30][C:28](=[O:29])[C:27]([C:8]1[C:7]2[C:11](=[C:12]3[CH2:17][CH2:16][CH2:15][C:13]3=[CH:14][C:6]=2[O:5][CH2:4][C:3]([OH:32])=[O:2])[N:10]([CH2:18][C:19]2[CH:24]=[CH:23][CH:22]=[C:21]([F:25])[CH:20]=2)[C:9]=1[CH3:26])=[O:31], predict the reactants needed to synthesize it. (8) Given the product [CH3:31][N:29]1[CH:30]=[C:26]([C:24]2[CH:25]=[C:20]3[C:19](=[O:34])[C:18]4[CH:35]=[C:14]([CH2:13][S:10]([NH:9][CH2:36][C:41]5[S:47][CH:46]=[CH:45][N:44]=5)(=[O:12])=[O:11])[CH:15]=[CH:16][C:17]=4[CH:33]=[CH:32][C:21]3=[N:22][CH:23]=2)[CH:27]=[N:28]1, predict the reactants needed to synthesize it. The reactants are: CN1CCCC1=O.C[N:9]([C:36]1[CH:41]=CC=CC=1)[S:10]([CH2:13][C:14]1[CH:15]=[CH:16][C:17]2[CH:33]=[CH:32][C:21]3=[N:22][CH:23]=[C:24]([C:26]4[CH:27]=[N:28][N:29]([CH3:31])[CH:30]=4)[CH:25]=[C:20]3[C:19](=[O:34])[C:18]=2[CH:35]=1)(=[O:12])=[O:11].[Cl-].[Cl-].[NH2:44][CH2:45][C:46]1[S:47]C=CN=1.C(N(CC)CC)C. (9) Given the product [CH3:15][C:12]1[N:11]=[C:10]([C:16]([NH:18][C:19]2[CH:24]=[CH:23][CH:22]=[C:21]([CH3:25])[N:20]=2)=[O:17])[C:9]([NH:8][C:2]2[CH:3]=[N:4][CH:5]=[CH:6][CH:7]=2)=[CH:14][CH:13]=1, predict the reactants needed to synthesize it. The reactants are: Br[C:2]1[CH:3]=[N:4][CH:5]=[CH:6][CH:7]=1.[NH2:8][C:9]1[C:10]([C:16]([NH:18][C:19]2[CH:24]=[CH:23][CH:22]=[C:21]([CH3:25])[N:20]=2)=[O:17])=[N:11][C:12]([CH3:15])=[CH:13][CH:14]=1.C1C=CC(P(C2C(C3C(P(C4C=CC=CC=4)C4C=CC=CC=4)=CC=C4C=3C=CC=C4)=C3C(C=CC=C3)=CC=2)C2C=CC=CC=2)=CC=1.CC(C)([O-])C.[Na+].